Task: Predict the reaction yield, written as a fraction of the theoretical maximum amount of product (1.0 means a 100% yield; for example, 0.34 means a 34% yield).. Dataset: Reaction yield outcomes from USPTO patents with 853,638 reactions (1) The reactants are [Cl-].O[NH3+:3].[C:4](=[O:7])([O-])[OH:5].[Na+].CS(C)=O.[CH3:13][O:14][CH:15]1[CH2:20][CH2:19][CH:18]([N:21]2[C:26](=[O:27])[C:25]([CH2:28][C:29]3[CH:34]=[CH:33][C:32]([C:35]4[C:36]([C:41]#[N:42])=[CH:37][CH:38]=[CH:39][CH:40]=4)=[CH:31][CH:30]=3)=[C:24]([CH2:43][CH2:44][CH3:45])[N:23]3[N:46]=[CH:47][N:48]=[C:22]23)[CH2:17][CH2:16]1. The catalyst is C(OCC)(=O)C. The product is [CH3:13][O:14][CH:15]1[CH2:16][CH2:17][CH:18]([N:21]2[C:26](=[O:27])[C:25]([CH2:28][C:29]3[CH:34]=[CH:33][C:32]([C:35]4[CH:40]=[CH:39][CH:38]=[CH:37][C:36]=4[C:41]4[NH:3][C:4](=[O:7])[O:5][N:42]=4)=[CH:31][CH:30]=3)=[C:24]([CH2:43][CH2:44][CH3:45])[N:23]3[N:46]=[CH:47][N:48]=[C:22]23)[CH2:19][CH2:20]1. The yield is 0.250. (2) The yield is 0.910. The catalyst is C(Cl)Cl. The product is [F:12][C:9]1[CH:10]=[C:11]2[C:6](=[CH:7][CH:8]=1)[N:5]=[C:4]([C:13]1[CH:18]=[CH:17][CH:16]=[CH:15][C:14]=1[OH:19])[N:3]=[C:2]2[N:33]1[CH2:32][CH2:31][N:30]([C:28](=[O:29])[C@H:27]([OH:26])[CH2:36][CH:37]([CH3:38])[CH3:39])[CH2:35][CH2:34]1. The reactants are Cl[C:2]1[C:11]2[C:6](=[CH:7][CH:8]=[C:9]([F:12])[CH:10]=2)[N:5]=[C:4]([C:13]2[CH:18]=[CH:17][CH:16]=[CH:15][C:14]=2[OH:19])[N:3]=1.C(O)(=O)C(O)=O.[OH:26][C@H:27]([CH2:36][CH:37]([CH3:39])[CH3:38])[C:28]([N:30]1[CH2:35][CH2:34][NH:33][CH2:32][CH2:31]1)=[O:29]. (3) The reactants are [Si:1]([O:18][CH2:19][CH2:20][CH:21]([C:23]1[CH:28]=[CH:27][C:26]([N+:29]([O-:31])=[O:30])=[CH:25][CH:24]=1)O)([C:14]([CH3:17])([CH3:16])[CH3:15])([C:8]1[CH:13]=[CH:12][CH:11]=[CH:10][CH:9]=1)[C:2]1[CH:7]=[CH:6][CH:5]=[CH:4][CH:3]=1.C1(P(C2C=CC=CC=2)C2C=CC=CC=2)C=CC=CC=1.N(C(OCC)=O)=NC(OCC)=O.[NH:63]=[N+:64]=[N-:65]. The catalyst is C1COCC1. The product is [Si:1]([O:18][CH2:19][CH2:20][CH:21]([N:63]=[N+:64]=[N-:65])[C:23]1[CH:24]=[CH:25][C:26]([N+:29]([O-:31])=[O:30])=[CH:27][CH:28]=1)([C:14]([CH3:16])([CH3:17])[CH3:15])([C:2]1[CH:3]=[CH:4][CH:5]=[CH:6][CH:7]=1)[C:8]1[CH:13]=[CH:12][CH:11]=[CH:10][CH:9]=1. The yield is 0.970. (4) The reactants are [OH:1][N:2]=[C:3]([Cl:14])[C@H:4]1[CH2:8][O:7][C:6]2([CH2:13][CH2:12][CH2:11][CH2:10][CH2:9]2)[O:5]1.[CH3:15][S:16](Cl)(=[O:18])=[O:17].C(N(C(C)C)C(C)C)C. The catalyst is C1COCC1. The product is [CH3:15][S:16]([O:1][N:2]=[C:3]([Cl:14])[C@H:4]1[CH2:8][O:7][C:6]2([CH2:13][CH2:12][CH2:11][CH2:10][CH2:9]2)[O:5]1)(=[O:18])=[O:17]. The yield is 0.738. (5) The reactants are [NH2:1][C:2]1[CH:6]=CNN=1.CO[C:9]([C:11]1[S:12][C:13]([C:16]([CH3:19])([CH3:18])[CH3:17])=[CH:14][CH:15]=1)=[O:10]. No catalyst specified. The product is [C:16]([C:13]1[S:12][C:11]([C:9](=[O:10])[CH2:6][C:2]#[N:1])=[CH:15][CH:14]=1)([CH3:19])([CH3:18])[CH3:17]. The yield is 0.860. (6) The reactants are [NH:1]1[CH2:6][CH2:5][NH:4][CH2:3][CH2:2]1.[C:7](#[N:10])[CH:8]=[CH2:9]. The catalyst is O. The product is [N:1]1([CH2:9][CH2:8][C:7]#[N:10])[CH2:6][CH2:5][N:4]([CH2:9][CH2:8][C:7]#[N:10])[CH2:3][CH2:2]1. The yield is 0.947. (7) The reactants are [CH:1]1([C:4]([C:6]2[CH:11]=[CH:10][CH:9]=[C:8]([O:12][CH3:13])[C:7]=2[OH:14])=[O:5])[CH2:3][CH2:2]1.[CH3:15][Mg]Br. The catalyst is O1CCCC1. The product is [CH:1]1([C:4]([C:6]2[CH:11]=[CH:10][CH:9]=[C:8]([O:12][CH3:13])[C:7]=2[OH:14])([OH:5])[CH3:15])[CH2:2][CH2:3]1. The yield is 0.317.